Predict the reactants needed to synthesize the given product. From a dataset of Full USPTO retrosynthesis dataset with 1.9M reactions from patents (1976-2016). Given the product [CH3:3][C:4]1[CH:9]=[CH:8][C:7]([P:10]([C:15](=[O:22])[C:16]2[CH:17]=[CH:18][CH:19]=[CH:20][CH:21]=2)(=[O:11])[OH:14])=[C:6]([CH3:23])[C:5]=1[CH3:24], predict the reactants needed to synthesize it. The reactants are: [Li+].[Cl-].[CH3:3][C:4]1[CH:9]=[CH:8][C:7]([P:10]([C:15](=[O:22])[C:16]2[CH:21]=[CH:20][CH:19]=[CH:18][CH:17]=2)(=[O:14])[O:11]CC)=[C:6]([CH3:23])[C:5]=1[CH3:24].OS(O)(=O)=O.